Dataset: Peptide-MHC class I binding affinity with 185,985 pairs from IEDB/IMGT. Task: Regression. Given a peptide amino acid sequence and an MHC pseudo amino acid sequence, predict their binding affinity value. This is MHC class I binding data. The peptide sequence is DEEFRQYTAFT. The MHC is Mamu-A11 with pseudo-sequence Mamu-A11. The binding affinity (normalized) is 0.167.